This data is from Forward reaction prediction with 1.9M reactions from USPTO patents (1976-2016). The task is: Predict the product of the given reaction. (1) Given the reactants [CH3:1][NH2:2].[I:3][C:4]1[C:12]2[C:7](=[CH:8][CH:9]=[C:10]([C:13]3[N:17]=[C:16](C(Cl)(Cl)Cl)[O:15][N:14]=3)[CH:11]=2)[N:6]([S:22]([C:25]2[CH:31]=[CH:30][C:28]([CH3:29])=[CH:27][CH:26]=2)(=[O:24])=[O:23])[CH:5]=1, predict the reaction product. The product is: [I:3][C:4]1[C:12]2[C:7](=[CH:8][CH:9]=[C:10]([C:13]3[N:17]=[C:16]([NH:2][CH3:1])[O:15][N:14]=3)[CH:11]=2)[N:6]([S:22]([C:25]2[CH:31]=[CH:30][C:28]([CH3:29])=[CH:27][CH:26]=2)(=[O:23])=[O:24])[CH:5]=1. (2) Given the reactants [Cl:1][C:2]1[CH:7]=[CH:6][C:5]([CH:8]([CH:10]2[CH2:15][CH2:14][CH2:13][CH2:12][O:11]2)[OH:9])=[CH:4][CH:3]=1.C([O-])(O)=O.[Na+].CC(OI1(OC(C)=O)(OC(C)=O)OC(=O)C2C=CC=CC1=2)=O, predict the reaction product. The product is: [Cl:1][C:2]1[CH:7]=[CH:6][C:5]([C:8]([CH:10]2[CH2:15][CH2:14][CH2:13][CH2:12][O:11]2)=[O:9])=[CH:4][CH:3]=1. (3) Given the reactants [N:1]([CH:4]([C:7]1[CH:12]=[N:11][CH:10]=[CH:9][N:8]=1)[CH2:5][CH3:6])=[N+]=[N-].C1C=CC(P(C2C=CC=CC=2)C2C=CC=CC=2)=CC=1.CO, predict the reaction product. The product is: [N:8]1[CH:9]=[CH:10][N:11]=[CH:12][C:7]=1[CH:4]([NH2:1])[CH2:5][CH3:6]. (4) Given the reactants Cl[C:2]1[C:11]2[C:6](=[CH:7][C:8]([C:12]3[CH:13]=[C:14]([CH:21]=[CH:22][C:23]=3[CH3:24])[C:15]([NH:17][CH:18]3[CH2:20][CH2:19]3)=[O:16])=[CH:9][CH:10]=2)[CH:5]=[N:4][N:3]=1.[NH:25]1[C:29]2[CH2:30][NH:31][CH2:32][CH2:33][C:28]=2[C:27]([OH:34])=[N:26]1.C(N(CC)C(C)C)(C)C, predict the reaction product. The product is: [CH:18]1([NH:17][C:15](=[O:16])[C:14]2[CH:21]=[CH:22][C:23]([CH3:24])=[C:12]([C:8]3[CH:7]=[C:6]4[C:11](=[CH:10][CH:9]=3)[C:2]([N:31]3[CH2:32][CH2:33][C:28]5[C:27]([OH:34])=[N:26][NH:25][C:29]=5[CH2:30]3)=[N:3][N:4]=[CH:5]4)[CH:13]=2)[CH2:20][CH2:19]1. (5) The product is: [CH3:18][N:14]1[CH2:15][CH2:16][CH2:17][N:12]2[C:11](=[O:20])[N:10]=[C:9]([S:7][CH2:6][C:2]3[S:1][CH:5]=[CH:4][CH:3]=3)[CH:19]=[C:13]12. Given the reactants [S:1]1[CH:5]=[CH:4][CH:3]=[C:2]1[CH2:6][SH:7].Cl[C:9]1[CH:19]=[C:13]2[N:14]([CH3:18])[CH2:15][CH2:16][CH2:17][N:12]2[C:11](=[O:20])[N:10]=1, predict the reaction product.